From a dataset of CYP1A2 inhibition data for predicting drug metabolism from PubChem BioAssay. Regression/Classification. Given a drug SMILES string, predict its absorption, distribution, metabolism, or excretion properties. Task type varies by dataset: regression for continuous measurements (e.g., permeability, clearance, half-life) or binary classification for categorical outcomes (e.g., BBB penetration, CYP inhibition). Dataset: cyp1a2_veith. The molecule is COC(=O)C1=C(CSCc2ccccc2)NC(=O)NC1c1cc(C)ccc1C. The result is 0 (non-inhibitor).